From a dataset of Reaction yield outcomes from USPTO patents with 853,638 reactions. Predict the reaction yield, written as a fraction of the theoretical maximum amount of product (1.0 means a 100% yield; for example, 0.34 means a 34% yield). (1) The reactants are [N+:1]([C:4]1[CH:9]=[CH:8][C:7]([N:10]2[CH2:15][CH2:14][NH:13][CH2:12][CH2:11]2)=[CH:6][CH:5]=1)([O-:3])=[O:2].C(=O)(OC1C=CC([N+]([O-])=O)=CC=1)O[CH2:18][CH2:19][Si:20]([CH3:23])([CH3:22])[CH3:21].[O:35]1CCC[CH2:36]1. No catalyst specified. The product is [CH3:23][Si:20]([CH3:21])([CH3:22])[CH2:19][CH2:18][C:36]([N:13]1[CH2:14][CH2:15][N:10]([C:7]2[CH:6]=[CH:5][C:4]([N+:1]([O-:3])=[O:2])=[CH:9][CH:8]=2)[CH2:11][CH2:12]1)=[O:35]. The yield is 0.710. (2) The reactants are [OH:1][C@@H:2]1[CH2:7][CH2:6][C@H:5]([N:8]2[C:13](=[O:14])[C:12]([CH2:15][C:16]3[CH:21]=[CH:20][C:19]([C:22]4[C:23]([C:28]#[N:29])=[CH:24][CH:25]=[CH:26][CH:27]=4)=[CH:18][CH:17]=3)=[C:11]([CH2:30][CH2:31][CH3:32])[N:10]3[N:33]=[CH:34][N:35]=[C:9]23)[CH2:4][CH2:3]1.[O:36]1[CH:40]=[CH:39][C:38](O)=[N:37]1.C1(P(C2C=CC=CC=2)C2C=CC=CC=2)C=CC=CC=1.[N:62]([C:63]([O:65]C(C)C)=[O:64])=[N:62][C:63]([O:65]C(C)C)=[O:64].Cl.[Cl-].O[NH3+].C(=O)([O-])O.[Na+]. The catalyst is O1CCCC1.O.C(OCC)(=O)C.CS(C)=O. The product is [O:36]1[CH:40]=[CH:39][C:38]([O:1][C@H:2]2[CH2:7][CH2:6][C@H:5]([N:8]3[C:13](=[O:14])[C:12]([CH2:15][C:16]4[CH:21]=[CH:20][C:19]([C:22]5[CH:27]=[CH:26][CH:25]=[CH:24][C:23]=5[C:28]5[NH:62][C:63](=[O:64])[O:65][N:29]=5)=[CH:18][CH:17]=4)=[C:11]([CH2:30][CH2:31][CH3:32])[N:10]4[N:33]=[CH:34][N:35]=[C:9]34)[CH2:4][CH2:3]2)=[N:37]1. The yield is 0.180.